Dataset: Full USPTO retrosynthesis dataset with 1.9M reactions from patents (1976-2016). Task: Predict the reactants needed to synthesize the given product. (1) The reactants are: [CH:1]1([C:6]2[C:7]([OH:28])=[CH:8][C:9]([N+:25]([O-:27])=[O:26])=[C:10]([C:12]3[CH2:13][CH2:14][N:15]([C:18]([O:20][C:21]([CH3:24])([CH3:23])[CH3:22])=[O:19])[CH2:16][CH:17]=3)[CH:11]=2)[CH2:5][CH2:4][CH2:3][CH2:2]1.C(N(CC)CC)C.Cl[C:37]([O:39][CH3:40])=[O:38]. Given the product [CH:1]1([C:6]2[C:7]([O:28][C:37]([O:39][CH3:40])=[O:38])=[CH:8][C:9]([N+:25]([O-:27])=[O:26])=[C:10]([C:12]3[CH2:13][CH2:14][N:15]([C:18]([O:20][C:21]([CH3:24])([CH3:23])[CH3:22])=[O:19])[CH2:16][CH:17]=3)[CH:11]=2)[CH2:2][CH2:3][CH2:4][CH2:5]1, predict the reactants needed to synthesize it. (2) Given the product [NH2:1][C:2]([CH2:4][C:5]1[C:14]2[C:9](=[CH:10][C:11]([O:15][CH2:21][C:20]3[CH:23]=[CH:24][CH:25]=[C:18]([Cl:17])[CH:19]=3)=[CH:12][CH:13]=2)[O:8][C:7](=[O:16])[CH:6]=1)=[O:3], predict the reactants needed to synthesize it. The reactants are: [NH2:1][C:2]([CH2:4][C:5]1[C:14]2[C:9](=[CH:10][C:11]([OH:15])=[CH:12][CH:13]=2)[O:8][C:7](=[O:16])[CH:6]=1)=[O:3].[Cl:17][C:18]1[CH:19]=[C:20]([CH:23]=[CH:24][CH:25]=1)[CH2:21]O.N(C(N1CCCCC1)=O)=NC(N1CCCCC1)=O.C1(P(C2C=CC=CC=2)C2C=CC=CC=2)C=CC=CC=1. (3) Given the product [Cl:1][C:2]1[CH:7]=[CH:6][C:5]([N+:8]([O-:10])=[O:9])=[CH:4][C:3]=1[O:11][CH2:13][CH2:14][O:15][CH3:16], predict the reactants needed to synthesize it. The reactants are: [Cl:1][C:2]1[CH:7]=[CH:6][C:5]([N+:8]([O-:10])=[O:9])=[CH:4][C:3]=1[OH:11].Br[CH2:13][CH2:14][O:15][CH3:16].C(=O)([O-])[O-].[K+].[K+].C([O-])(O)=O.[Na+].